This data is from Full USPTO retrosynthesis dataset with 1.9M reactions from patents (1976-2016). The task is: Predict the reactants needed to synthesize the given product. (1) Given the product [C:23]([O:22][C@@H:17]([C:16]1[C:15]([CH3:27])=[CH:14][N:13]2[N:28]=[C:29]([C:31]3[CH:36]=[CH:35][CH:34]=[C:33]([C:37]4[CH:42]=[C:41]([CH3:43])[CH:40]=[CH:39][C:38]=4[O:44][C@H:50]([CH2:49][CH2:48][CH:47]=[CH2:46])[CH3:51])[CH:32]=3)[CH:30]=[C:12]2[C:11]=1[N:8]1[CH2:9][CH2:10][C:5]([CH3:45])([O:4][CH2:1][CH:2]=[CH2:3])[CH2:6][CH2:7]1)[C:18]([O:20][CH3:21])=[O:19])([CH3:25])([CH3:24])[CH3:26], predict the reactants needed to synthesize it. The reactants are: [CH2:1]([O:4][C:5]1([CH3:45])[CH2:10][CH2:9][N:8]([C:11]2[C:12]3[N:13]([N:28]=[C:29]([C:31]4[CH:32]=[C:33]([C:37]5[CH:42]=[C:41]([CH3:43])[CH:40]=[CH:39][C:38]=5[OH:44])[CH:34]=[CH:35][CH:36]=4)[CH:30]=3)[CH:14]=[C:15]([CH3:27])[C:16]=2[C@H:17]([O:22][C:23]([CH3:26])([CH3:25])[CH3:24])[C:18]([O:20][CH3:21])=[O:19])[CH2:7][CH2:6]1)[CH:2]=[CH2:3].[CH3:46][C@@H:47](O)[CH2:48][CH2:49][CH:50]=[CH2:51].C1C=CC(P(C2C=CC=CC=2)C2C=CC=CC=2)=CC=1.CCOC(/N=N/C(OCC)=O)=O. (2) The reactants are: C(=[NH:14])(C1C=CC=CC=1)C1C=CC=CC=1.Br[C:16]1[CH:17]=[C:18]([C:22]([C:24]2[C:32]3[CH:31]=[N:30][CH:29]=[N:28][C:27]=3[N:26]([C@@H:33]([CH3:42])[CH2:34][O:35][CH:36]3[CH2:41][CH2:40][CH2:39][CH2:38][O:37]3)[CH:25]=2)=[O:23])[CH:19]=[N:20][CH:21]=1.C(P(C(C)(C)C)C1C=CC=CC=1C1C(C(C)C)=CC(C(C)C)=CC=1C(C)C)(C)(C)C.[O-]P([O-])([O-])=O.[K+].[K+].[K+]. Given the product [NH2:14][C:16]1[CH:17]=[C:18]([C:22]([C:24]2[C:32]3[CH:31]=[N:30][CH:29]=[N:28][C:27]=3[N:26]([C@@H:33]([CH3:42])[CH2:34][O:35][CH:36]3[CH2:41][CH2:40][CH2:39][CH2:38][O:37]3)[CH:25]=2)=[O:23])[CH:19]=[N:20][CH:21]=1, predict the reactants needed to synthesize it. (3) Given the product [CH3:1][S:2]([O:6][CH2:7][CH2:8][C:9]1[CH:16]=[CH:15][C:12]([C:13]#[N:14])=[CH:11][CH:10]=1)(=[O:4])=[O:3], predict the reactants needed to synthesize it. The reactants are: [CH3:1][S:2](Cl)(=[O:4])=[O:3].[OH:6][CH2:7][CH2:8][C:9]1[CH:16]=[CH:15][C:12]([C:13]#[N:14])=[CH:11][CH:10]=1.C(N(CC)CC)C.O. (4) Given the product [F:21][C:2]1([F:1])[CH2:7][CH2:6][N:5]([CH2:8][C:9]2[N:10]=[C:11]([C:18]3[NH:19][CH:23]=[C:24]([C:26]4[CH:31]=[CH:30][CH:29]=[CH:28][CH:27]=4)[N:20]=3)[N:12]3[CH:17]=[CH:16][CH:15]=[CH:14][C:13]=23)[CH2:4][CH2:3]1, predict the reactants needed to synthesize it. The reactants are: [F:1][C:2]1([F:21])[CH2:7][CH2:6][N:5]([CH2:8][C:9]2[N:10]=[C:11]([C:18](=[NH:20])[NH2:19])[N:12]3[CH:17]=[CH:16][CH:15]=[CH:14][C:13]=23)[CH2:4][CH2:3]1.Br[CH2:23][C:24]([C:26]1[CH:31]=[CH:30][CH:29]=[CH:28][CH:27]=1)=O.C([O-])(O)=O.[Na+]. (5) Given the product [N:10]1[CH:11]=[CH:12][CH:13]=[C:8]([C:6]2[N:5]=[CH:4][N:3]([CH2:15][CH2:16][CH2:17][CH2:18][C:19]([O:21][CH3:22])=[O:20])[CH:7]=2)[CH:9]=1, predict the reactants needed to synthesize it. The reactants are: [H-].[Na+].[NH:3]1[CH:7]=[C:6]([C:8]2[CH:9]=[N:10][CH:11]=[CH:12][CH:13]=2)[N:5]=[CH:4]1.Br[CH2:15][CH2:16][CH2:17][CH2:18][C:19]([O:21][CH3:22])=[O:20].